Dataset: Forward reaction prediction with 1.9M reactions from USPTO patents (1976-2016). Task: Predict the product of the given reaction. (1) Given the reactants [CH3:1][N:2]1[C:10]2[C:5](=[CH:6][CH:7]=[CH:8][CH:9]=2)[C:4]([C:11]2[C:12](=O)[O:13][C:14](=[O:31])[C:15]=2[C:16]2[CH:21]=[CH:20][CH:19]=[C:18]([O:22][CH2:23][C@@H:24]3[CH2:28][O:27][C:26]([CH3:30])([CH3:29])[O:25]3)[CH:17]=2)=[CH:3]1.C[N:34](C=O)C, predict the reaction product. The product is: [CH3:1][N:2]1[C:10]2[C:5](=[CH:6][CH:7]=[CH:8][CH:9]=2)[C:4]([C:11]2[C:12](=[O:13])[NH:34][C:14](=[O:31])[C:15]=2[C:16]2[CH:21]=[CH:20][CH:19]=[C:18]([O:22][CH2:23][C@@H:24]3[CH2:28][O:27][C:26]([CH3:29])([CH3:30])[O:25]3)[CH:17]=2)=[CH:3]1. (2) Given the reactants [F:1][C:2]1[CH:25]=[CH:24][C:5]([CH2:6][NH:7][C:8]([C:10]2[C:11](=[O:23])[C:12]3[S:19][C:18]([CH2:20]Cl)=[C:17]([CH3:22])[C:13]=3[N:14]([CH3:16])[CH:15]=2)=[O:9])=[CH:4][CH:3]=1.Cl.Cl.[CH3:28][NH:29][CH2:30][C@H:31]([C:33]1[N:38]=[CH:37][CH:36]=[CH:35][N:34]=1)[OH:32].C(N(C(C)C)CC)(C)C, predict the reaction product. The product is: [F:1][C:2]1[CH:25]=[CH:24][C:5]([CH2:6][NH:7][C:8]([C:10]2[C:11](=[O:23])[C:12]3[S:19][C:18]([CH2:20][N:29]([CH2:30][C@@H:31]([OH:32])[C:33]4[N:34]=[CH:35][CH:36]=[CH:37][N:38]=4)[CH3:28])=[C:17]([CH3:22])[C:13]=3[N:14]([CH3:16])[CH:15]=2)=[O:9])=[CH:4][CH:3]=1. (3) Given the reactants [Cl:1][C:2]1[CH:7]=[C:6]([C:8]2[C:17]3[C:12](=[CH:13][C:14]([S:18](OC4C(F)=C(F)C(F)=C(F)C=4F)(=[O:20])=[O:19])=[CH:15][CH:16]=3)[N:11]=[CH:10][N:9]=2)[C:5]([O:33][CH3:34])=[CH:4][C:3]=1[C:35]1[CH:40]=[CH:39][CH:38]=[C:37]([F:41])[CH:36]=1.[O:42]1[CH:46]=[N:45][C:44]([NH:47]C(=O)OC(C)(C)C)=[N:43]1.C(=O)([O-])[O-].[Cs+].[Cs+], predict the reaction product. The product is: [Cl:1][C:2]1[CH:7]=[C:6]([C:8]2[C:17]3[C:12](=[CH:13][C:14]([S:18]([NH:47][C:44]4[N:45]=[CH:46][O:42][N:43]=4)(=[O:19])=[O:20])=[CH:15][CH:16]=3)[N:11]=[CH:10][N:9]=2)[C:5]([O:33][CH3:34])=[CH:4][C:3]=1[C:35]1[CH:40]=[CH:39][CH:38]=[C:37]([F:41])[CH:36]=1. (4) Given the reactants [CH3:1][C:2]1[N:3]=[C:4]2[C:13]3[NH:12][C@H:11]([C:14]4[CH:19]=[CH:18][CH:17]=[CH:16][CH:15]=4)[C@@H:10]([OH:20])[C@H:9]([O:21][CH2:22][CH2:23][O:24][CH3:25])[C:8]=3[CH:7]=[CH:6][N:5]2[C:26]=1[CH3:27].C(N(CC)CC)C.CC1C(C)=NC=CC=1.[Br:43][CH2:44][C:45]1[CH:53]=[CH:52][C:48]([C:49](Br)=[O:50])=[CH:47][CH:46]=1, predict the reaction product. The product is: [CH3:1][C:2]1[N:3]=[C:4]2[C:13]3[NH:12][C@H:11]([C:14]4[CH:19]=[CH:18][CH:17]=[CH:16][CH:15]=4)[C@@H:10]([O:20][C:49](=[O:50])[C:48]4[CH:52]=[CH:53][C:45]([CH2:44][Br:43])=[CH:46][CH:47]=4)[C@H:9]([O:21][CH2:22][CH2:23][O:24][CH3:25])[C:8]=3[CH:7]=[CH:6][N:5]2[C:26]=1[CH3:27]. (5) Given the reactants [CH3:1][O:2][C:3]1[N:8]=[C:7]([NH2:9])[CH:6]=[CH:5][C:4]=1[C:10]1[CH:11]=[N:12][N:13]([CH3:15])[CH:14]=1.C(=O)([O-])[O-].[Cs+].[Cs+].Cl[C:23]1[CH:24]=[CH:25][C:26]2[CH2:27][N:28]([CH3:41])[CH2:29][CH:30]([C:34]3[CH:39]=[CH:38][CH:37]=[C:36]([CH3:40])[N:35]=3)[O:31][C:32]=2[N:33]=1.COCCOC, predict the reaction product. The product is: [CH3:1][O:2][C:3]1[N:8]=[C:7]([NH:9][C:23]2[CH:24]=[CH:25][C:26]3[CH2:27][N:28]([CH3:41])[CH2:29][CH:30]([C:34]4[CH:39]=[CH:38][CH:37]=[C:36]([CH3:40])[N:35]=4)[O:31][C:32]=3[N:33]=2)[CH:6]=[CH:5][C:4]=1[C:10]1[CH:11]=[N:12][N:13]([CH3:15])[CH:14]=1. (6) Given the reactants Cl.[OH:2][C@H:3]([C:14]1[C:15]([CH3:24])=[C:16]2[C:20](=[CH:21][CH:22]=1)[C:19](=[O:23])[O:18][CH2:17]2)[CH2:4][N:5]1[C:9]2(CCNC2)[CH2:8][CH2:7][CH2:6]1.[N:25]1([C:30]2[CH:35]=[CH:34][C:33]([S:36](Cl)(=[O:38])=[O:37])=[CH:32][CH:31]=2)[CH:29]=[N:28][N:27]=[N:26]1, predict the reaction product. The product is: [OH:2][C@H:3]([C:14]1[C:15]([CH3:24])=[C:16]2[C:20](=[CH:21][CH:22]=1)[C:19](=[O:23])[O:18][CH2:17]2)[CH2:4][N:5]1[CH2:9][CH2:8][C:7]2([N:5]([S:36]([C:33]3[CH:34]=[CH:35][C:30]([N:25]4[CH:29]=[N:28][N:27]=[N:26]4)=[CH:31][CH:32]=3)(=[O:38])=[O:37])[CH2:4][CH2:3][CH2:14]2)[CH2:6]1.